This data is from Catalyst prediction with 721,799 reactions and 888 catalyst types from USPTO. The task is: Predict which catalyst facilitates the given reaction. (1) Reactant: [F:1][C:2]1[CH:30]=[CH:29][C:5]([CH2:6][N:7]2[C:15]3[C:10](=[CH:11][CH:12]=[CH:13][CH:14]=3)[C:9]3[CH2:16][C@@H:17]([CH2:27][OH:28])[N:18]([C:20]([O:22]C(C)(C)C)=O)[CH2:19][C:8]2=3)=[CH:4][CH:3]=1.O(C#[N:34])[K]. Product: [F:1][C:2]1[CH:30]=[CH:29][C:5]([CH2:6][N:7]2[C:15]3[CH:14]=[CH:13][CH:12]=[CH:11][C:10]=3[C:9]3[CH2:16][CH:17]4[C:27](=[O:28])[NH:34][C:20](=[O:22])[N:18]4[CH2:19][C:8]2=3)=[CH:4][CH:3]=1. The catalyst class is: 18. (2) Reactant: O[CH2:2][C:3]1[C:11]2[C:6](=[N:7][CH:8]=[CH:9][CH:10]=2)[N:5]([C:12]([O:14][C:15]([CH3:18])([CH3:17])[CH3:16])=[O:13])[CH:4]=1.C1(P(C2C=CC=CC=2)C2C=CC=CC=2)C=CC=CC=1.C(Cl)(Cl)(Cl)[Cl:39]. Product: [Cl:39][CH2:2][C:3]1[C:11]2[C:6](=[N:7][CH:8]=[CH:9][CH:10]=2)[N:5]([C:12]([O:14][C:15]([CH3:18])([CH3:17])[CH3:16])=[O:13])[CH:4]=1. The catalyst class is: 3. (3) Reactant: Br[C:2]1[CH:7]=[CH:6][C:5]([C:8](=[O:14])[CH2:9][C:10]([O:12][CH3:13])=[O:11])=[CH:4][CH:3]=1.[CH3:15][OH:16].CCN(C(C)C)C(C)C.C(Cl)(Cl)Cl.CN(C)[CH:32]=[O:33]. Product: [CH3:13][O:12][C:10](=[O:11])[CH2:9][C:8]([C:5]1[CH:6]=[CH:7][C:2]([C:15]([O:33][CH3:32])=[O:16])=[CH:3][CH:4]=1)=[O:14]. The catalyst class is: 140. (4) Reactant: Br[C:2]1[CH:3]=[C:4]([CH:17]=[CH:18][CH:19]=1)[O:5][C:6]1[C:15]2[C:10](=[CH:11][CH:12]=[CH:13][CH:14]=2)[NH:9][C:8](=[O:16])[CH:7]=1.[N:20]1[CH:25]=[CH:24][CH:23]=[C:22](B(O)O)[CH:21]=1.C(=O)([O-])[O-].[Cs+].[Cs+]. Product: [N:20]1[CH:25]=[CH:24][CH:23]=[C:22]([C:2]2[CH:3]=[C:4]([CH:17]=[CH:18][CH:19]=2)[O:5][C:6]2[C:15]3[C:10](=[CH:11][CH:12]=[CH:13][CH:14]=3)[NH:9][C:8](=[O:16])[CH:7]=2)[CH:21]=1. The catalyst class is: 12.